This data is from Forward reaction prediction with 1.9M reactions from USPTO patents (1976-2016). The task is: Predict the product of the given reaction. (1) Given the reactants [CH3:1][O:2][C:3]1[C:11]2[CH:10]=[C:9]([C@H:12]3[CH2:17][CH2:16][NH:15][C@@H:14]([CH3:18])[CH2:13]3)[S:8][C:7]=2[CH:6]=[CH:5][CH:4]=1.CC1(C)CC2C=CC=C(OC[C@@H]3CO3)C=2O1, predict the reaction product. The product is: [CH3:1][O:2][C:3]1[C:11]2[CH:10]=[C:9]([C@@H:12]3[CH2:17][CH2:16][NH:15][C@@H:14]([CH3:18])[CH2:13]3)[S:8][C:7]=2[CH:6]=[CH:5][CH:4]=1. (2) Given the reactants [O:1]=[C:2]1[CH2:6][S:5][C:4](=[S:7])[N:3]1[CH2:8][CH2:9][C:10]([OH:12])=O.[NH2:13][CH2:14][C:15]([O:17][CH2:18][CH3:19])=[O:16].Cl.C(Cl)CCl.C(N(CC)CC)C, predict the reaction product. The product is: [O:1]=[C:2]1[CH2:6][S:5][C:4](=[S:7])[N:3]1[CH2:8][CH2:9][C:10]([NH:13][CH2:14][C:15]([O:17][CH2:18][CH3:19])=[O:16])=[O:12]. (3) Given the reactants [C:1]([O:5][C:6](=[O:21])[NH:7][CH:8]1[C:14](=[O:15])[N:13]([CH3:16])[C:12]2[CH:17]=[CH:18][CH:19]=[CH:20][C:11]=2[NH:10][CH2:9]1)([CH3:4])([CH3:3])[CH3:2].[C:22]1([S:28](Cl)(=[O:30])=[O:29])[CH:27]=[CH:26][CH:25]=[CH:24][CH:23]=1.N1C=CC=CC=1, predict the reaction product. The product is: [C:1]([O:5][C:6](=[O:21])[NH:7][CH:8]1[C:14](=[O:15])[N:13]([CH3:16])[C:12]2[CH:17]=[CH:18][CH:19]=[CH:20][C:11]=2[N:10]([S:28]([C:22]2[CH:27]=[CH:26][CH:25]=[CH:24][CH:23]=2)(=[O:30])=[O:29])[CH2:9]1)([CH3:4])([CH3:2])[CH3:3]. (4) Given the reactants [NH2:1][C:2]1[CH:3]=[N:4][C:5]2[C:10]([C:11]=1[NH:12][CH2:13][CH2:14][CH2:15][CH2:16][NH:17][C:18](=[O:24])[O:19][C:20]([CH3:23])([CH3:22])[CH3:21])=[CH:9][CH:8]=[C:7]([O:25][CH2:26][C:27]1[CH:32]=[CH:31][CH:30]=[CH:29][CH:28]=1)[CH:6]=2.C(N(CC)CC)C.[CH3:40][O:41][CH2:42][CH2:43][C:44](Cl)=O, predict the reaction product. The product is: [CH2:26]([O:25][C:7]1[CH:8]=[CH:9][C:10]2[C:11]3[N:12]([CH2:13][CH2:14][CH2:15][CH2:16][NH:17][C:18](=[O:24])[O:19][C:20]([CH3:23])([CH3:22])[CH3:21])[C:44]([CH2:43][CH2:42][O:41][CH3:40])=[N:1][C:2]=3[CH:3]=[N:4][C:5]=2[CH:6]=1)[C:27]1[CH:28]=[CH:29][CH:30]=[CH:31][CH:32]=1. (5) The product is: [F:5][C:6]1[CH:14]=[C:13]2[C:9]([CH2:10][CH2:11][NH:12]2)=[CH:8][CH:7]=1. Given the reactants C([BH3-])#N.[Na+].[F:5][C:6]1[CH:14]=[C:13]2[C:9]([CH:10]=[CH:11][NH:12]2)=[CH:8][CH:7]=1.[OH-].[Na+], predict the reaction product.